This data is from Reaction yield outcomes from USPTO patents with 853,638 reactions. The task is: Predict the reaction yield, written as a fraction of the theoretical maximum amount of product (1.0 means a 100% yield; for example, 0.34 means a 34% yield). (1) The reactants are S(=O)(=O)(O)O.[OH:6][C:7]1[CH:12]=[CH:11][C:10]([C:13]2[CH:18]=[CH:17][C:16]([CH2:19][C:20]([OH:22])=[O:21])=[CH:15][CH:14]=2)=[CH:9][CH:8]=1.[CH3:23]O. No catalyst specified. The product is [OH:6][C:7]1[CH:8]=[CH:9][C:10]([C:13]2[CH:18]=[CH:17][C:16]([CH2:19][C:20]([O:22][CH3:23])=[O:21])=[CH:15][CH:14]=2)=[CH:11][CH:12]=1. The yield is 0.760. (2) The reactants are [CH2:1]([O:3][C:4]([C:6]1[C:10]([CH2:11][CH2:12][C:13](=O)[N:14]([CH3:16])[CH3:15])=[CH:9][NH:8][C:7]=1[CH3:18])=[O:5])[CH3:2].B.O1CCCC1.CO. The catalyst is O1CCCC1. The product is [CH2:1]([O:3][C:4]([C:6]1[C:10]([CH2:11][CH2:12][CH2:13][N:14]([CH3:16])[CH3:15])=[CH:9][NH:8][C:7]=1[CH3:18])=[O:5])[CH3:2]. The yield is 0.650. (3) The reactants are [NH:1]1[CH:9]=[C:7]([NH2:8])[C:5](=[O:6])[NH:4][C:2]1=[O:3].[Cl:10][C:11]1[CH:18]=[CH:17][C:14]([CH2:15]Br)=[CH:13][CH:12]=1.[H-].[Na+].C(OCC)(=O)C. The catalyst is CS(C)=O. The product is [Cl:10][C:11]1[CH:18]=[CH:17][C:14]([CH2:15][N:4]2[C:5](=[O:6])[C:7]([CH3:9])=[N:8][NH:1][C:2]2=[O:3])=[CH:13][CH:12]=1. The yield is 0.840.